Dataset: Retrosynthesis with 50K atom-mapped reactions and 10 reaction types from USPTO. Task: Predict the reactants needed to synthesize the given product. The reactants are: COCCCC[C@@](O)(c1ccccc1Oc1ccccc1)[C@@H]1CCCN(C(=O)OC(C)(C)C)C1. Given the product COCCCCC(O)(c1ccccc1Oc1ccccc1)[C@@H]1CCCNC1, predict the reactants needed to synthesize it.